Task: Predict the reaction yield, written as a fraction of the theoretical maximum amount of product (1.0 means a 100% yield; for example, 0.34 means a 34% yield).. Dataset: Reaction yield outcomes from USPTO patents with 853,638 reactions The reactants are [CH2:1]([O:5][C:6]1[CH:11]=[CH:10][C:9]([S:12](Cl)(=[O:14])=[O:13])=[CH:8][CH:7]=1)[C:2]#[C:3][CH3:4].[F-:16].[K+].[F-].[F-].[Ca+2]. No catalyst specified. The product is [CH2:1]([O:5][C:6]1[CH:11]=[CH:10][C:9]([S:12]([F:16])(=[O:14])=[O:13])=[CH:8][CH:7]=1)[C:2]#[C:3][CH3:4]. The yield is 0.800.